From a dataset of Forward reaction prediction with 1.9M reactions from USPTO patents (1976-2016). Predict the product of the given reaction. (1) Given the reactants [CH3:1][N:2]([CH3:8])[C@@H:3]1[CH2:7][CH2:6][NH:5][CH2:4]1.[Br:9][C:10]1[CH:18]=[CH:17][C:13]([C:14](O)=[O:15])=[C:12]([CH3:19])[CH:11]=1, predict the reaction product. The product is: [Br:9][C:10]1[CH:18]=[CH:17][C:13]([C:14]([N:5]2[CH2:6][CH2:7][C@@H:3]([N:2]([CH3:8])[CH3:1])[CH2:4]2)=[O:15])=[C:12]([CH3:19])[CH:11]=1. (2) Given the reactants [Br:1][C:2]1[CH:3]=[C:4]2[CH:10]=[N:9][NH:8][C:5]2=[N:6][CH:7]=1.[C:11](O[C:11]([O:13][C:14]([CH3:17])([CH3:16])[CH3:15])=[O:12])([O:13][C:14]([CH3:17])([CH3:16])[CH3:15])=[O:12].C(N(CC)CC)C, predict the reaction product. The product is: [Br:1][C:2]1[CH:3]=[C:4]2[CH:10]=[N:9][N:8]([C:11]([O:13][C:14]([CH3:17])([CH3:16])[CH3:15])=[O:12])[C:5]2=[N:6][CH:7]=1. (3) Given the reactants [CH:1]1([NH2:7])[CH2:6][CH2:5][CH2:4][CH2:3][CH2:2]1.C[Al](C)C.[Cl:12][C:13]1[CH:18]=[C:17]([Cl:19])[CH:16]=[CH:15][C:14]=1[N:20]1[C:24]([C:25]2[CH:30]=[CH:29][C:28]([O:31][CH2:32][CH2:33][C:34]([F:37])([F:36])[F:35])=[CH:27][CH:26]=2)=[C:23]([CH2:38][OH:39])[C:22]([C:40](OCC)=[O:41])=[N:21]1.Cl, predict the reaction product. The product is: [CH:1]1([NH:7][C:40]([C:22]2[C:23]([CH2:38][OH:39])=[C:24]([C:25]3[CH:30]=[CH:29][C:28]([O:31][CH2:32][CH2:33][C:34]([F:37])([F:35])[F:36])=[CH:27][CH:26]=3)[N:20]([C:14]3[CH:15]=[CH:16][C:17]([Cl:19])=[CH:18][C:13]=3[Cl:12])[N:21]=2)=[O:41])[CH2:6][CH2:5][CH2:4][CH2:3][CH2:2]1. (4) The product is: [CH3:10][O:9][CH2:8][C:4]1[N:3]=[C:2]([NH:17][C:11](=[O:16])[C:12]([CH3:15])([CH3:14])[CH3:13])[CH:7]=[CH:6][CH:5]=1. Given the reactants Br[C:2]1[CH:7]=[CH:6][CH:5]=[C:4]([CH2:8][O:9][CH3:10])[N:3]=1.[C:11]([NH-:17])(=[O:16])[C:12]([CH3:15])([CH3:14])[CH3:13].C(=O)([O-])[O-].[Cs+].[Cs+].C1(P(C2C=CC=CC=2)C2C3OC4C(=CC=CC=4P(C4C=CC=CC=4)C4C=CC=CC=4)C(C)(C)C=3C=CC=2)C=CC=CC=1, predict the reaction product. (5) Given the reactants [S:1]1[C:5]2[CH:6]=[CH:7][CH:8]=[CH:9][C:4]=2[N:3]=[C:2]1[C:10]1[CH:15]=[CH:14][C:13]([NH2:16])=[CH:12][CH:11]=1.Cl[C:18]1[CH:23]=[CH:22][N:21]=[C:20](C(O)=O)[CH:19]=1.N1C=CC=CC=1C(O)=O, predict the reaction product. The product is: [S:1]1[C:5]2[CH:6]=[CH:7][CH:8]=[CH:9][C:4]=2[N:3]=[C:2]1[C:10]1[CH:15]=[CH:14][C:13]([NH:16][C:18]2[CH:23]=[CH:22][N:21]=[CH:20][CH:19]=2)=[CH:12][CH:11]=1.